This data is from Full USPTO retrosynthesis dataset with 1.9M reactions from patents (1976-2016). The task is: Predict the reactants needed to synthesize the given product. (1) The reactants are: [CH:1]1([S:6][CH:7]([C:11]2[CH:16]=[CH:15][C:14]([C:17]#[N:18])=[CH:13][CH:12]=2)[C:8]([OH:10])=O)[CH2:5][CH2:4][CH2:3][CH2:2]1.[NH2:19][C:20]1[CH:25]=[CH:24][CH:23]=[CH:22][N:21]=1. Given the product [CH:1]1([S:6][CH:7]([C:11]2[CH:16]=[CH:15][C:14]([C:17]#[N:18])=[CH:13][CH:12]=2)[C:8]([NH:19][C:20]2[CH:25]=[CH:24][CH:23]=[CH:22][N:21]=2)=[O:10])[CH2:2][CH2:3][CH2:4][CH2:5]1, predict the reactants needed to synthesize it. (2) Given the product [Cl:1][C:2]1[CH:18]=[CH:17][C:5]2[N:6]([CH:11]3[CH2:16][CH2:15][O:14][CH2:13][CH2:12]3)[C:7]([CH2:9][N:25]3[C:26]4=[CH:27][N:28]=[CH:29][CH:30]=[C:31]4[C:23]([S:20]([CH3:19])(=[O:21])=[O:22])=[N:24]3)=[N:8][C:4]=2[CH:3]=1, predict the reactants needed to synthesize it. The reactants are: [Cl:1][C:2]1[CH:18]=[CH:17][C:5]2[N:6]([CH:11]3[CH2:16][CH2:15][O:14][CH2:13][CH2:12]3)[C:7]([CH2:9]Cl)=[N:8][C:4]=2[CH:3]=1.[CH3:19][S:20]([C:23]1[C:31]2[C:26](=[CH:27][N:28]=[CH:29][CH:30]=2)[NH:25][N:24]=1)(=[O:22])=[O:21]. (3) Given the product [Si:13]([O:20][CH:21]1[CH2:24][N:23]([CH2:25][C@H:26]([OH:31])[C:27]([NH:12][C:9]2[CH:8]=[CH:7][C:6]([Cl:5])=[CH:11][N:10]=2)=[O:28])[CH2:22]1)([C:16]([CH3:19])([CH3:18])[CH3:17])([CH3:15])[CH3:14], predict the reactants needed to synthesize it. The reactants are: C[Al](C)C.[Cl:5][C:6]1[CH:7]=[CH:8][C:9]([NH2:12])=[N:10][CH:11]=1.[Si:13]([O:20][CH:21]1[CH2:24][N:23]([CH2:25][C@H:26]([OH:31])[C:27](OC)=[O:28])[CH2:22]1)([C:16]([CH3:19])([CH3:18])[CH3:17])([CH3:15])[CH3:14]. (4) Given the product [N:11]([CH2:4][C:3]1[C:2]([Cl:1])=[CH:9][CH:8]=[CH:7][C:6]=1[Cl:10])=[N+:12]=[N-:13], predict the reactants needed to synthesize it. The reactants are: [Cl:1][C:2]1[CH:9]=[CH:8][CH:7]=[C:6]([Cl:10])[C:3]=1[CH2:4]Br.[N-:11]=[N+:12]=[N-:13].[Na+]. (5) Given the product [F:21][C:2]([F:1])([F:20])[C:3]1[CH:4]=[C:5]([C@H:13]2[O:17][C:16](=[O:18])[N:15]([CH2:27][C:26]3[CH:29]=[CH:30][C:31]([F:33])=[CH:32][C:25]=3[Cl:24])[C@H:14]2[CH3:19])[CH:6]=[C:7]([C:9]([F:10])([F:11])[F:12])[CH:8]=1, predict the reactants needed to synthesize it. The reactants are: [F:1][C:2]([F:21])([F:20])[C:3]1[CH:4]=[C:5]([C@H:13]2[O:17][C:16](=[O:18])[NH:15][C@H:14]2[CH3:19])[CH:6]=[C:7]([C:9]([F:12])([F:11])[F:10])[CH:8]=1.[H-].[Na+].[Cl:24][C:25]1[CH:32]=[C:31]([F:33])[CH:30]=[CH:29][C:26]=1[CH2:27]Cl. (6) Given the product [CH2:15]([C:8]1[NH:1][C:2]2[C:3]([C:10](=[O:12])[CH:9]=1)=[CH:4][CH:5]=[CH:6][CH:7]=2)[CH2:16][CH2:17][CH2:18][CH2:19][CH2:20][CH3:21], predict the reactants needed to synthesize it. The reactants are: [NH:1]([C:8]([CH2:15][CH2:16][CH2:17][CH2:18][CH2:19][CH2:20][CH3:21])=[CH:9][C:10]([O:12]CC)=O)[C:2]1[CH:7]=[CH:6][CH:5]=[CH:4][CH:3]=1.